Dataset: Forward reaction prediction with 1.9M reactions from USPTO patents (1976-2016). Task: Predict the product of the given reaction. Given the reactants [F:1][C:2]1[N:11]=[C:10](F)[CH:9]=[CH:8][C:3]=1[C:4]([O:6][CH3:7])=[O:5].C(N(C(C)C)CC)(C)C.[NH2:22][C@H:23]1[CH2:28][CH2:27][C@H:26]([NH:29][C:30](=[O:36])[O:31][C:32]([CH3:35])([CH3:34])[CH3:33])[CH2:25][CH2:24]1.O, predict the reaction product. The product is: [C:32]([O:31][C:30]([NH:29][C@H:26]1[CH2:25][CH2:24][C@H:23]([NH:22][C:10]2[CH:9]=[CH:8][C:3]([C:4]([O:6][CH3:7])=[O:5])=[C:2]([F:1])[N:11]=2)[CH2:28][CH2:27]1)=[O:36])([CH3:35])([CH3:33])[CH3:34].